Dataset: Reaction yield outcomes from USPTO patents with 853,638 reactions. Task: Predict the reaction yield, written as a fraction of the theoretical maximum amount of product (1.0 means a 100% yield; for example, 0.34 means a 34% yield). (1) The yield is 0.710. The catalyst is C(OCC)(=O)C. The reactants are [CH2:1]([O:3][C:4](=[O:19])[C:5](=[C:10]1[CH:15]=[C:14]([CH3:16])[C:13](=[O:17])[C:12]([CH3:18])=[CH:11]1)[C:6]([F:9])([F:8])[F:7])[CH3:2].[NH2:20][C:21]1[CH:28]=[CH:27][C:24]([C:25]#[N:26])=[CH:23][CH:22]=1.C1(C)C=CC=CC=1.Cl. The product is [CH2:1]([O:3][C:4](=[O:19])[C:5]([NH:20][C:21]1[CH:28]=[CH:27][C:24]([C:25]#[N:26])=[CH:23][CH:22]=1)([C:10]1[CH:15]=[C:14]([CH3:16])[C:13]([OH:17])=[C:12]([CH3:18])[CH:11]=1)[C:6]([F:7])([F:8])[F:9])[CH3:2]. (2) The reactants are Cl[C:2]([O:4][CH2:5][CH3:6])=O.C([N:10]([CH2:14]C)C(C)C)(C)C.[N-:16]=[N+]=[N-].[Na+].[CH2:20](O)[C:21]1[CH:26]=CC=C[CH:22]=1.[CH2:28](O)[CH3:29].O. The catalyst is CC(C)=O.C1(C)C=CC=CC=1.[OH-].[OH-].[Pd+2].O. The product is [C:21]([C:28]1[CH:29]=[C:6]([NH2:16])[C:5]([O:4][CH3:2])=[CH:14][N:10]=1)([CH3:26])([CH3:22])[CH3:20]. The yield is 0.560. (3) The reactants are [CH2:1]([N:8]([CH2:12][C:13]1[C:18](Cl)=[N:17][C:16]([N:20]([CH:22]2[CH2:25][CH2:24][CH2:23]2)[CH3:21])=[CH:15][N:14]=1)[CH2:9][CH2:10][OH:11])[C:2]1[CH:7]=[CH:6][CH:5]=[CH:4][CH:3]=1.CC(C)([O-])C.[K+].O. The catalyst is CN(C=O)C. The product is [CH2:1]([N:8]1[CH2:12][C:13]2[N:14]=[CH:15][C:16]([N:20]([CH:22]3[CH2:25][CH2:24][CH2:23]3)[CH3:21])=[N:17][C:18]=2[O:11][CH2:10][CH2:9]1)[C:2]1[CH:7]=[CH:6][CH:5]=[CH:4][CH:3]=1. The yield is 0.710. (4) The reactants are [Cl:1][C:2]1[N:7]=[CH:6][C:5]([OH:8])=[CH:4][CH:3]=1.Br[CH2:10][C:11]1[CH:16]=[CH:15][CH:14]=[CH:13][CH:12]=1.C(=O)([O-])[O-].[K+].[K+].CN(C=O)C. The catalyst is O. The product is [CH2:10]([O:8][C:5]1[CH:4]=[CH:3][C:2]([Cl:1])=[N:7][CH:6]=1)[C:11]1[CH:16]=[CH:15][CH:14]=[CH:13][CH:12]=1. The yield is 0.999.